From a dataset of Reaction yield outcomes from USPTO patents with 853,638 reactions. Predict the reaction yield, written as a fraction of the theoretical maximum amount of product (1.0 means a 100% yield; for example, 0.34 means a 34% yield). (1) The reactants are [Cl:1][C:2]1[CH:3]=[C:4]([NH:9][C:10]2[C:19]3[C:14](=[CH:15][CH:16]=[C:17]([C:20]([N:22]([CH3:28])[CH2:23][C:24]([F:27])([F:26])[F:25])=O)[CH:18]=3)[N:13]=[C:12]([C:29]3[CH:30]=[N:31][CH:32]=[CH:33][CH:34]=3)[N:11]=2)[CH:5]=[CH:6][C:7]=1[F:8].B.C1COCC1. The catalyst is CO. The product is [Cl:1][C:2]1[CH:3]=[C:4]([NH:9][C:10]2[C:19]3[C:14](=[CH:15][CH:16]=[C:17]([CH2:20][N:22]([CH3:28])[CH2:23][C:24]([F:27])([F:25])[F:26])[CH:18]=3)[N:13]=[C:12]([C:29]3[CH:30]=[N:31][CH:32]=[CH:33][CH:34]=3)[N:11]=2)[CH:5]=[CH:6][C:7]=1[F:8]. The yield is 0.260. (2) The reactants are C([O:3][C:4](=O)[CH2:5][CH2:6][CH2:7][CH2:8][CH2:9][CH2:10][O:11][C:12]1[CH:17]=[CH:16][CH:15]=[CH:14][CH:13]=1)C.[H-].C([Al+]CC(C)C)C(C)C. The catalyst is C1COCC1. The product is [O:11]([CH2:10][CH2:9][CH2:8][CH2:7][CH2:6][CH2:5][CH:4]=[O:3])[C:12]1[CH:17]=[CH:16][CH:15]=[CH:14][CH:13]=1. The yield is 0.650. (3) The reactants are [NH2:1][C:2]1[CH:6]=[CH:5][N:4]([CH3:7])[N:3]=1.[Al](Cl)(C)C.[CH3:12][C:13]1[S:14][C:15]2[C:21]([O:22][C@@H:23]([CH3:31])[CH2:24][C:25]3[CH:30]=[CH:29][CH:28]=[CH:27][CH:26]=3)=[CH:20][C:19]([C:32](OCC)=[O:33])=[CH:18][C:16]=2[CH:17]=1. The catalyst is ClCCCl. The product is [CH3:12][C:13]1[S:14][C:15]2[C:21]([O:22][CH:23]([CH3:31])[CH2:24][C:25]3[CH:26]=[CH:27][CH:28]=[CH:29][CH:30]=3)=[CH:20][C:19]([C:32]([NH:1][C:2]3[CH:6]=[CH:5][N:4]([CH3:7])[N:3]=3)=[O:33])=[CH:18][C:16]=2[CH:17]=1. The yield is 0.570.